This data is from Forward reaction prediction with 1.9M reactions from USPTO patents (1976-2016). The task is: Predict the product of the given reaction. (1) Given the reactants [ClH:1].C(OC(=O)[NH:8][C@H:9]1[CH2:14][CH2:13][C@H:12]([O:15][C:16]2[CH:21]=[C:20]([F:22])[CH:19]=[CH:18][C:17]=2[N+:23]([O-:25])=[O:24])[CH2:11][CH2:10]1)(C)(C)C, predict the reaction product. The product is: [ClH:1].[F:22][C:20]1[CH:19]=[CH:18][C:17]([N+:23]([O-:25])=[O:24])=[C:16]([CH:21]=1)[O:15][C@H:12]1[CH2:11][CH2:10][C@H:9]([NH2:8])[CH2:14][CH2:13]1. (2) The product is: [Br:8][C:7]1[CH:6]=[N:5][C:4]([O:9][CH3:10])=[C:3]2[C:2]=1[NH:1][C:13](=[O:15])[CH:12]=[CH:11]2. Given the reactants [NH2:1][C:2]1[C:7]([Br:8])=[CH:6][N:5]=[C:4]([O:9][CH3:10])[C:3]=1/[CH:11]=[CH:12]/[C:13]([O:15]CC)=O.C[S-].[Na+].O.FC(F)(F)S(OC1C=CC2C(=C(Br)C=NC=2OC)N=1)(=O)=O, predict the reaction product. (3) Given the reactants [Cl-].[Al+3].[Cl-].[Cl-].[F:5][C:6]1[CH:11]=[CH:10][C:9]([C:12]2[CH:17]=[CH:16][CH:15]=[CH:14][CH:13]=2)=[CH:8][CH:7]=1.[C:18](Cl)(=[O:20])C.[OH-].[Na+].[Mn]([O-])(=O)(=O)=[O:25].[K+], predict the reaction product. The product is: [F:5][C:6]1[CH:7]=[CH:8][C:9]([C:12]2[CH:17]=[CH:16][C:15]([C:18]([OH:20])=[O:25])=[CH:14][CH:13]=2)=[CH:10][CH:11]=1.